Task: Predict the product of the given reaction.. Dataset: Forward reaction prediction with 1.9M reactions from USPTO patents (1976-2016) (1) Given the reactants [Br:1][C:2]1[CH:3]=[CH:4][C:5]([F:16])=[C:6]([CH:8]([C:10]2[CH:11]=[N:12][CH:13]=[CH:14][CH:15]=2)[OH:9])[CH:7]=1.CC(OI1(OC(C)=O)(OC(C)=O)OC(=O)C2C=CC=CC1=2)=O, predict the reaction product. The product is: [Br:1][C:2]1[CH:3]=[CH:4][C:5]([F:16])=[C:6]([C:8]([C:10]2[CH:11]=[N:12][CH:13]=[CH:14][CH:15]=2)=[O:9])[CH:7]=1. (2) Given the reactants [NH2:1][C:2]1[CH:3]=[C:4]([CH:8]=[CH:9][C:10]=1[O:11][CH3:12])[C:5]([OH:7])=[O:6].S(=O)(=O)(O)O.[CH2:18](O)[CH3:19], predict the reaction product. The product is: [NH2:1][C:2]1[CH:3]=[C:4]([CH:8]=[CH:9][C:10]=1[O:11][CH3:12])[C:5]([O:7][CH2:18][CH3:19])=[O:6]. (3) The product is: [Cl:8][C:6]1[N:5]=[C:4]([NH:9][C@H:10]([C:12]2[CH:17]=[CH:16][C:15]([F:18])=[CH:14][CH:13]=2)[CH3:11])[N:3]=[C:2]([NH:19][C:20]2[CH:25]=[N:24][CH:23]=[CH:22][N:21]=2)[CH:7]=1. Given the reactants Cl[C:2]1[CH:7]=[C:6]([Cl:8])[N:5]=[C:4]([NH:9][C@H:10]([C:12]2[CH:17]=[CH:16][C:15]([F:18])=[CH:14][CH:13]=2)[CH3:11])[N:3]=1.[NH2:19][C:20]1[CH:25]=[N:24][CH:23]=[CH:22][N:21]=1.P([O-])([O-])([O-])=O.[K+].[K+].[K+], predict the reaction product. (4) Given the reactants [C:1]([O:5][C:6](=[O:18])[CH:7]([CH:13]1[CH2:17][CH2:16][CH2:15][CH2:14]1)[CH2:8][S:9](Cl)(=[O:11])=[O:10])([CH3:4])([CH3:3])[CH3:2].[Br:19][C:20]1[CH:32]=[C:31]([F:33])[CH:30]=[CH:29][C:21]=1[O:22][CH:23]1[CH2:28][CH2:27][NH:26][CH2:25][CH2:24]1.C(N(CC)CC)C, predict the reaction product. The product is: [Br:19][C:20]1[CH:32]=[C:31]([F:33])[CH:30]=[CH:29][C:21]=1[O:22][CH:23]1[CH2:24][CH2:25][N:26]([S:9]([CH2:8][CH:7]([CH:13]2[CH2:17][CH2:16][CH2:15][CH2:14]2)[C:6]([O:5][C:1]([CH3:4])([CH3:3])[CH3:2])=[O:18])(=[O:11])=[O:10])[CH2:27][CH2:28]1.